Dataset: Reaction yield outcomes from USPTO patents with 853,638 reactions. Task: Predict the reaction yield, written as a fraction of the theoretical maximum amount of product (1.0 means a 100% yield; for example, 0.34 means a 34% yield). (1) The reactants are [CH2:1]([O:8][C:9]1[CH:14]=[CH:13][C:12]([OH:15])=[C:11]([CH2:16][CH2:17][CH3:18])[CH:10]=1)[C:2]1[CH:7]=[CH:6][CH:5]=[CH:4][CH:3]=1.[CH3:19][C:20]1[O:24][C:23]([C:25]2[CH:30]=[CH:29][CH:28]=[CH:27][CH:26]=2)=[N:22][C:21]=1[CH2:31][CH2:32]O.C1(P(C2C=CC=CC=2)C2C=CC=CC=2)C=CC=CC=1.N(C(OC(C)C)=O)=NC(OC(C)C)=O. The catalyst is C1COCC1. The product is [CH2:1]([O:8][C:9]1[CH:14]=[CH:13][C:12]([O:15][CH2:32][CH2:31][C:21]2[N:22]=[C:23]([C:25]3[CH:30]=[CH:29][CH:28]=[CH:27][CH:26]=3)[O:24][C:20]=2[CH3:19])=[C:11]([CH2:16][CH2:17][CH3:18])[CH:10]=1)[C:2]1[CH:3]=[CH:4][CH:5]=[CH:6][CH:7]=1. The yield is 0.680. (2) The yield is 0.990. The product is [CH3:15][NH:16][C:17]1[CH:18]=[C:19]([C:23]2[CH:28]=[N:27][C:26]([CH2:29][CH2:30][C:31]([O:33][CH3:34])=[O:32])=[N:25][CH:24]=2)[CH:20]=[CH:21][CH:22]=1. The catalyst is ClCCl. The reactants are FC(F)(F)C(O)=O.C(OC([CH2:15][NH:16][C:17]1[CH:18]=[C:19]([C:23]2[CH:24]=[N:25][C:26]([CH2:29][CH2:30][C:31]([O:33][CH3:34])=[O:32])=[N:27][CH:28]=2)[CH:20]=[CH:21][CH:22]=1)=O)(C)(C)C.[OH-].[Na+].